This data is from Forward reaction prediction with 1.9M reactions from USPTO patents (1976-2016). The task is: Predict the product of the given reaction. (1) Given the reactants [O:1]1[CH2:6][CH2:5][C:4](=[N:7][OH:8])[CH2:3][CH2:2]1.C([O-])(=O)C.C([O-])(=O)C.C([O-])(=O)C.C([O-])(=O)C.[Pb+4].[CH3:26][C:27]([CH3:32])([CH3:31])[C:28]([OH:30])=[O:29], predict the reaction product. The product is: [C:28]([O:30][C:4]1([N:7]=[O:8])[CH2:5][CH2:6][O:1][CH2:2][CH2:3]1)(=[O:29])[C:27]([CH3:32])([CH3:31])[CH3:26]. (2) The product is: [CH3:1][O:2][C:3]([C:5]1[CH:14]=[CH:13][C:12]2[C:7](=[CH:8][CH:9]=[C:10]([O:15][C:20]3[CH:21]=[CH:22][C:17]([F:16])=[CH:18][CH:19]=3)[CH:11]=2)[CH:6]=1)=[O:4]. Given the reactants [CH3:1][O:2][C:3]([C:5]1[CH:14]=[CH:13][C:12]2[C:7](=[CH:8][CH:9]=[C:10]([OH:15])[CH:11]=2)[CH:6]=1)=[O:4].[F:16][C:17]1[CH:22]=[CH:21][C:20](B(O)O)=[CH:19][CH:18]=1.C(N(CC)CC)C.C(=O)(O)[O-].[Na+], predict the reaction product. (3) Given the reactants [OH:1][C@:2]([C:7]1[CH:12]=[CH:11][CH:10]=[CH:9][CH:8]=1)([CH3:6])[C:3]([OH:5])=O.[CH3:13][NH:14][C@H:15]1[CH2:34][N:19]2[C:20]3[C:25]([C:26]([CH2:27][C:28]([O:30]CCC)=[O:29])=[C:18]2[CH2:17][CH2:16]1)=[CH:24][CH:23]=[CH:22][CH:21]=3, predict the reaction product. The product is: [OH:1][C@:2]([C:7]1[CH:12]=[CH:11][CH:10]=[CH:9][CH:8]=1)([CH3:6])[C:3]([N:14]([CH3:13])[C@H:15]1[CH2:34][N:19]2[C:20]3[C:25]([C:26]([CH2:27][C:28]([OH:30])=[O:29])=[C:18]2[CH2:17][CH2:16]1)=[CH:24][CH:23]=[CH:22][CH:21]=3)=[O:5]. (4) The product is: [CH:25]1([CH2:24][NH:23][C:21]([C:18]2[CH:19]=[CH:20][C:15]([C:10]3[C:11]([CH3:14])=[CH:12][CH:13]=[C:8]([NH:7][C:5](=[O:6])[C:4]4[CH:28]=[CH:29][N:30]=[C:2]([N:31]5[CH2:36][CH2:35][S:34][CH2:33][CH2:32]5)[CH:3]=4)[CH:9]=3)=[CH:16][CH:17]=2)=[O:22])[CH2:27][CH2:26]1. Given the reactants Cl[C:2]1[CH:3]=[C:4]([CH:28]=[CH:29][N:30]=1)[C:5]([NH:7][C:8]1[CH:9]=[C:10]([C:15]2[CH:20]=[CH:19][C:18]([C:21]([NH:23][CH2:24][CH:25]3[CH2:27][CH2:26]3)=[O:22])=[CH:17][CH:16]=2)[C:11]([CH3:14])=[CH:12][CH:13]=1)=[O:6].[NH:31]1[CH2:36][CH2:35][S:34][CH2:33][CH2:32]1, predict the reaction product. (5) The product is: [OH:31][C:32]1[CH:33]=[C:34]([CH:37]=[CH:38][CH:39]=1)[CH:35]=[N:30][NH:29][C:16]1[CH:15]=[C:14]([N:8]2[CH2:13][CH2:12][O:11][CH2:10][CH2:9]2)[N:19]2[N:20]=[C:21]([C:23]3[CH:28]=[CH:27][CH:26]=[CH:25][CH:24]=3)[CH:22]=[C:18]2[N:17]=1. Given the reactants FC(F)(F)C(O)=O.[N:8]1([C:14]2[N:19]3[N:20]=[C:21]([C:23]4[CH:28]=[CH:27][CH:26]=[CH:25][CH:24]=4)[CH:22]=[C:18]3[N:17]=[C:16]([NH:29][NH2:30])[CH:15]=2)[CH2:13][CH2:12][O:11][CH2:10][CH2:9]1.[OH:31][C:32]1[CH:33]=[C:34]([CH:37]=[CH:38][CH:39]=1)[CH:35]=O, predict the reaction product. (6) The product is: [C:1]([C:4]1[CH:5]=[C:6]([CH:10]=[CH:11][CH:12]=1)[C:7]([O:9][CH2:18][CH3:19])=[O:8])(=[O:3])[CH3:2]. Given the reactants [C:1]([C:4]1[CH:5]=[C:6]([CH:10]=[CH:11][CH:12]=1)[C:7]([OH:9])=[O:8])(=[O:3])[CH3:2].S(=O)(=O)(O)O.[CH2:18](O)[CH3:19], predict the reaction product. (7) Given the reactants [C:1]1([C:7]23[CH2:14][CH2:13][C:10]([C:15]([OH:17])=O)([CH2:11][CH2:12]2)[CH2:9][CH2:8]3)[CH:6]=[CH:5][CH:4]=[CH:3][CH:2]=1.C(Cl)(=O)C(Cl)=O.[CH2:24]([O:31][C:32]1[CH:41]=[CH:40][C:35]([C:36]([NH:38][NH2:39])=[O:37])=[C:34]([C:42]([F:45])([F:44])[F:43])[CH:33]=1)[C:25]1[CH:30]=[CH:29][CH:28]=[CH:27][CH:26]=1.C(N(CC)CC)C, predict the reaction product. The product is: [CH2:24]([O:31][C:32]1[CH:41]=[CH:40][C:35]([C:36]([NH:38][NH:39][C:15]([C:10]23[CH2:9][CH2:8][C:7]([C:1]4[CH:6]=[CH:5][CH:4]=[CH:3][CH:2]=4)([CH2:14][CH2:13]2)[CH2:12][CH2:11]3)=[O:17])=[O:37])=[C:34]([C:42]([F:43])([F:44])[F:45])[CH:33]=1)[C:25]1[CH:26]=[CH:27][CH:28]=[CH:29][CH:30]=1. (8) Given the reactants [F:1][C:2]1[CH:3]=[C:4]([O:14][CH3:15])[CH:5]=[C:6]2[C:10]=1[NH:9][C:8](=[O:11])[CH:7]2SC, predict the reaction product. The product is: [F:1][C:2]1[CH:3]=[C:4]([O:14][CH3:15])[CH:5]=[C:6]2[C:10]=1[NH:9][C:8](=[O:11])[CH2:7]2. (9) The product is: [CH2:1]([NH:11][CH2:13][CH2:12][CH2:18][S:15]([OH:17])(=[O:16])=[O:14])[C:2]1[CH:10]=[CH:9][C:8]2[O:7][CH2:6][O:5][C:4]=2[CH:3]=1. Given the reactants [CH2:1]([NH2:11])[C:2]1[CH:10]=[CH:9][C:8]2[O:7][CH2:6][O:5][C:4]=2[CH:3]=1.[CH2:12]1[CH2:18][S:15](=[O:17])(=[O:16])[O:14][CH2:13]1, predict the reaction product. (10) Given the reactants C(O[C:5](=[O:7])[CH3:6])(=O)C.[CH:8]12[CH2:17]C3[CH2:13][CH:14]([CH2:16][CH:10](C3)[C:9]1=[O:18])[CH2:15]2.[OH-].[Na+], predict the reaction product. The product is: [OH:7][C:5]12[CH2:6][CH:10]3[CH2:16][CH:14]([CH2:15][CH:8]([C:9]3=[O:18])[CH2:17]1)[CH2:13]2.